This data is from Reaction yield outcomes from USPTO patents with 853,638 reactions. The task is: Predict the reaction yield, written as a fraction of the theoretical maximum amount of product (1.0 means a 100% yield; for example, 0.34 means a 34% yield). (1) The reactants are [Cl:1][C:2]1[C:7]([CH:8]=[O:9])=[C:6]([N:10]2[CH2:23][CH2:22][N:13]3[C:14]4[CH2:15][CH2:16][CH2:17][CH2:18][C:19]=4[C:20]([F:21])=[C:12]3[C:11]2=[O:24])[N:5]=[CH:4][CH:3]=1.[BH4-].[Na+]. The catalyst is CO. The product is [Cl:1][C:2]1[CH:3]=[CH:4][N:5]=[C:6]([N:10]2[CH2:23][CH2:22][N:13]3[C:14]4[CH2:15][CH2:16][CH2:17][CH2:18][C:19]=4[C:20]([F:21])=[C:12]3[C:11]2=[O:24])[C:7]=1[CH2:8][OH:9]. The yield is 0.810. (2) The reactants are [NH2:1][CH2:2][CH2:3][NH:4][C@@H:5]([C@@H:13]([CH3:16])[CH2:14][CH3:15])[C:6]([O:8][C:9]([CH3:12])([CH3:11])[CH3:10])=[O:7].[CH3:17][C:18]1[S:19][CH:20]=[C:21]([CH:23]=O)[N:22]=1.[BH4-].[Na+].[N+](C1C=C[C:33]([O:36]C(=O)OC2C=CC([N+]([O-])=O)=CC=2)=CC=1)([O-])=O. The catalyst is C1C=CC=CC=1.CO.C1(C)C=CC=CC=1. The product is [CH3:16][C@@H:13]([CH2:14][CH3:15])[C@H:5]([N:4]1[CH2:3][CH2:2][N:1]([CH2:23][C:21]2[N:22]=[C:18]([CH3:17])[S:19][CH:20]=2)[C:33]1=[O:36])[C:6]([O:8][C:9]([CH3:10])([CH3:11])[CH3:12])=[O:7]. The yield is 0.690. (3) The reactants are [CH3:1][N:2]1[C:10]2[CH:9]=[C:8]3[O:11][CH2:12][CH2:13][O:14][C:7]3=[CH:6][C:5]=2[C:4]([C:19]2[CH:24]=[CH:23][CH:22]=[CH:21][C:20]=2[N+:25]([O-])=O)([C:15]([O:17]C)=O)[C:3]1=[O:28]. The catalyst is [Pd].CO. The product is [CH3:1][N:2]1[C:10]2[CH:9]=[C:8]3[O:11][CH2:12][CH2:13][O:14][C:7]3=[CH:6][C:5]=2[C:4]2([C:19]3[C:20](=[CH:21][CH:22]=[CH:23][CH:24]=3)[NH:25][C:15]2=[O:17])[C:3]1=[O:28]. The yield is 0.400.